Task: Predict which catalyst facilitates the given reaction.. Dataset: Catalyst prediction with 721,799 reactions and 888 catalyst types from USPTO (1) Reactant: Br[C:2]1[CH:7]=[CH:6][C:5]([F:8])=[CH:4][CH:3]=1.[C:9]([Li])([CH3:12])(C)[CH3:10].C(#N)C1C(=CC=CC=1)[NH2:17].Cl.[CH2:24]1[CH2:28][O:27][CH2:26][CH2:25]1. Product: [NH2:17][C:3]1[CH:4]=[C:5]([F:8])[CH:6]=[CH:7][C:2]=1[C:26]([C:25]1[CH:24]=[CH:28][CH:12]=[CH:9][CH:10]=1)=[O:27]. The catalyst class is: 13. (2) Reactant: C(OC([N:8]1[CH2:13][CH2:12][CH:11]([CH2:14][C:15]2[CH:20]=[CH:19][CH:18]=[CH:17][C:16]=2[C:21]([N:23]2[CH2:37][C:26]3=[C:27]4[N:32]([N:33]=[C:25]3[CH2:24]2)[C:31]([CH3:34])=[C:30]([Cl:35])[C:29]([CH3:36])=[N:28]4)=[O:22])[CH2:10][CH2:9]1)=O)(C)(C)C.C(O)(C(F)(F)F)=O. Product: [Cl:35][C:30]1[C:29]([CH3:36])=[N:28][C:27]2[N:32]([N:33]=[C:25]3[CH2:24][N:23]([C:21]([C:16]4[CH:17]=[CH:18][CH:19]=[CH:20][C:15]=4[CH2:14][CH:11]4[CH2:12][CH2:13][NH:8][CH2:9][CH2:10]4)=[O:22])[CH2:37][C:26]3=2)[C:31]=1[CH3:34]. The catalyst class is: 2. (3) Reactant: [Al+3].[Cl-].[Cl-].[Cl-].[CH:5]1([CH2:11][N:12]2[CH:16]=[CH:15][C:14]([C:17]([O:19][CH2:20][CH3:21])=[O:18])=[C:13]2[CH3:22])[CH2:10][CH2:9][CH2:8][CH2:7][CH2:6]1.[Br:23][CH2:24][C:25](Br)=[O:26]. Product: [Br:23][CH2:24][C:25]([C:16]1[N:12]([CH2:11][CH:5]2[CH2:6][CH2:7][CH2:8][CH2:9][CH2:10]2)[C:13]([CH3:22])=[C:14]([C:17]([O:19][CH2:20][CH3:21])=[O:18])[CH:15]=1)=[O:26]. The catalyst class is: 2. (4) Reactant: Cl.CN.[N:4]1([C:9](=[O:29])[CH2:10][C@H:11]([C:18]2[C:26]3[C:21](=[CH:22][CH:23]=[CH:24][C:25]=3[O:27][CH3:28])[NH:20][CH:19]=2)[C:12]2[CH:17]=[CH:16][CH:15]=[CH:14][CH:13]=2)C=CN=[CH:5]1.O. Product: [CH3:28][O:27][C:25]1[CH:24]=[CH:23][CH:22]=[C:21]2[C:26]=1[C:18]([C@H:11]([C:12]1[CH:17]=[CH:16][CH:15]=[CH:14][CH:13]=1)[CH2:10][C:9]([NH:4][CH3:5])=[O:29])=[CH:19][NH:20]2. The catalyst class is: 32.